From a dataset of Catalyst prediction with 721,799 reactions and 888 catalyst types from USPTO. Predict which catalyst facilitates the given reaction. (1) Reactant: [N+:1]([C:4]1[NH:8][N:7]=[C:6]([NH:9][C:10](=[O:16])[O:11][C:12]([CH3:15])([CH3:14])[CH3:13])[CH:5]=1)([O-])=O. Product: [NH2:1][C:4]1[NH:8][N:7]=[C:6]([NH:9][C:10](=[O:16])[O:11][C:12]([CH3:14])([CH3:13])[CH3:15])[CH:5]=1. The catalyst class is: 19. (2) Reactant: [NH2:1][C:2]1[N:3]=[C:4](O)[C:5]2[CH2:10][N:9]([C:11]([O:13][CH2:14][CH3:15])=[O:12])[CH2:8][C:6]=2[N:7]=1.C1(C)C=CC=CC=1.O=P(Cl)(Cl)[Cl:26]. Product: [NH2:1][C:2]1[N:3]=[C:4]([Cl:26])[C:5]2[CH2:10][N:9]([C:11]([O:13][CH2:14][CH3:15])=[O:12])[CH2:8][C:6]=2[N:7]=1. The catalyst class is: 10.